From a dataset of Full USPTO retrosynthesis dataset with 1.9M reactions from patents (1976-2016). Predict the reactants needed to synthesize the given product. Given the product [ClH:1].[O:32]1[CH2:37][CH2:36][N:35]([CH2:38][CH2:39][NH:40][C:2]2[N:7]=[C:6]([C:8]3[CH:13]=[CH:12][CH:11]=[CH:10][CH:9]=3)[N:5]=[C:4]([C:14]([NH:16][C:17]3[CH:22]=[CH:21][CH:20]=[CH:19][C:18]=3[C:23]3[S:24][C:25]4[CH:26]=[N:27][CH:28]=[CH:29][C:30]=4[N:31]=3)=[O:15])[CH:3]=2)[CH2:34][CH2:33]1, predict the reactants needed to synthesize it. The reactants are: [Cl:1][C:2]1[N:7]=[C:6]([C:8]2[CH:13]=[CH:12][CH:11]=[CH:10][CH:9]=2)[N:5]=[C:4]([C:14]([NH:16][C:17]2[CH:22]=[CH:21][CH:20]=[CH:19][C:18]=2[C:23]2[S:24][C:25]3[CH:26]=[N:27][CH:28]=[CH:29][C:30]=3[N:31]=2)=[O:15])[CH:3]=1.[O:32]1[CH2:37][CH2:36][N:35]([CH2:38][CH2:39][NH2:40])[CH2:34][CH2:33]1.